Dataset: Full USPTO retrosynthesis dataset with 1.9M reactions from patents (1976-2016). Task: Predict the reactants needed to synthesize the given product. (1) Given the product [CH3:1][O:2][C:3](=[O:14])[C:4]1[CH:9]=[CH:8][C:7]([NH:25][CH2:24][CH2:23][Cl:22])=[C:6]([N+:11]([O-:13])=[O:12])[CH:5]=1, predict the reactants needed to synthesize it. The reactants are: [CH3:1][O:2][C:3](=[O:14])[C:4]1[CH:9]=[CH:8][C:7](F)=[C:6]([N+:11]([O-:13])=[O:12])[CH:5]=1.C(=O)([O-])[O-].[K+].[K+].Cl.[Cl:22][CH2:23][CH2:24][NH2:25]. (2) Given the product [CH:8]1([C:7]2[N:12]=[C:13]([N:34]3[CH2:33][CH2:32][CH:31]([N:28]4[CH2:29][CH2:30][CH:26]([O:25][C:24]5[CH:38]=[C:39]([F:46])[C:40]([S:42]([CH3:45])(=[O:44])=[O:43])=[CH:41][C:23]=5[F:22])[C:27]4=[O:37])[CH2:36][CH2:35]3)[S:14][N:6]=2)[CH2:9][CH2:10]1, predict the reactants needed to synthesize it. The reactants are: CS(O[N:6]=[C:7](Cl)[CH:8]1[CH2:10][CH2:9]1)(=O)=O.[N-:12]=[C:13]=[S:14].[Na+].N1C=CC=CC=1.[F:22][C:23]1[CH:41]=[C:40]([S:42]([CH3:45])(=[O:44])=[O:43])[C:39]([F:46])=[CH:38][C:24]=1[O:25][CH:26]1[CH2:30][CH2:29][N:28]([CH:31]2[CH2:36][CH2:35][NH:34][CH2:33][CH2:32]2)[C:27]1=[O:37]. (3) Given the product [CH2:21]([O:20][C:18]([C:15]1([C:11]2[CH:10]=[C:9]([C:25]3[CH:26]=[CH:27][C:28]([N:31]4[C:35]([NH:36][C:37]([O:38][C@@H:39]([C:41]5[CH:46]=[CH:45][CH:44]=[CH:43][CH:42]=5)[CH3:40])=[O:47])=[C:34]([CH3:48])[N:33]=[N:32]4)=[CH:29][CH:30]=3)[CH:14]=[CH:13][CH:12]=2)[CH2:16][CH2:17]1)=[O:19])[CH3:22], predict the reactants needed to synthesize it. The reactants are: CC1(C)C(C)(C)OB([C:9]2[CH:10]=[C:11]([C:15]3([C:18]([O:20][CH2:21][CH3:22])=[O:19])[CH2:17][CH2:16]3)[CH:12]=[CH:13][CH:14]=2)O1.Br[C:25]1[CH:30]=[CH:29][C:28]([N:31]2[C:35]([NH:36][C:37](=[O:47])[O:38][C@@H:39]([C:41]3[CH:46]=[CH:45][CH:44]=[CH:43][CH:42]=3)[CH3:40])=[C:34]([CH3:48])[N:33]=[N:32]2)=[CH:27][CH:26]=1.C1(P(C2CCCCC2)C2C=CC=CC=2C2C(OC)=CC=CC=2OC)CCCCC1.P([O-])([O-])([O-])=O.[K+].[K+].[K+]. (4) Given the product [CH3:1][O:2][C:3](=[O:11])[C:4]1[CH:9]=[CH:8][CH:7]=[CH:6][C:5]=1[NH:10][C:16](=[O:17])[C:15]1[CH:19]=[CH:20][C:21]([Br:22])=[C:13]([CH3:12])[CH:14]=1, predict the reactants needed to synthesize it. The reactants are: [CH3:1][O:2][C:3](=[O:11])[C:4]1[CH:9]=[CH:8][CH:7]=[CH:6][C:5]=1[NH2:10].[CH3:12][C:13]1[CH:14]=[C:15]([CH:19]=[CH:20][C:21]=1[Br:22])[C:16](Cl)=[O:17].C(N(CC)CC)C. (5) Given the product [CH2:1]([S:3][C:4]1[S:8][C:7]([S:9][C:13]2[C:14]([C:19]#[N:20])=[N:15][CH:16]=[CH:17][N:18]=2)=[N:6][N:5]=1)[CH3:2], predict the reactants needed to synthesize it. The reactants are: [CH2:1]([S:3][C:4]1[S:8][C:7]([SH:9])=[N:6][N:5]=1)[CH3:2].[H-].[Na+].Cl[C:13]1[C:14]([C:19]#[N:20])=[N:15][CH:16]=[CH:17][N:18]=1. (6) Given the product [Cl:24][C:4]([C:3]1[CH:18]=[CH:19][CH:20]=[CH:21][C:2]=1[Cl:1])=[N:6][NH:7][S:8]([C:11]1[CH:17]=[CH:16][C:14]([CH3:15])=[CH:13][CH:12]=1)(=[O:10])=[O:9], predict the reactants needed to synthesize it. The reactants are: [Cl:1][C:2]1[CH:21]=[CH:20][CH:19]=[CH:18][C:3]=1[C:4]([NH:6][NH:7][S:8]([C:11]1[CH:17]=[CH:16][C:14]([CH3:15])=[CH:13][CH:12]=1)(=[O:10])=[O:9])=O.O=S(Cl)[Cl:24]. (7) Given the product [OH:35][C:36]12[CH2:37][CH:38]3[CH2:44][CH:42]([CH2:41][C:40]([CH2:48][C:47]([O:50][CH:51]([CH3:62])[C:52]([F:61])([F:60])[C:53]([F:59])([F:58])[S:54]([O-:57])(=[O:56])=[O:55])=[O:49])([CH2:39]3)[CH2:45]1)[CH2:43]2.[CH2:2]([C:4]1([O:9][C:10](=[O:34])[CH2:11][O:12][C:13]2[C:14]([CH3:33])=[CH:15][C:16]([S+:20]3[C:21]4[CH:32]=[CH:31][CH:30]=[CH:29][C:22]=4[C:23]4[CH:28]=[CH:27][CH:26]=[CH:25][C:24]3=4)=[CH:17][C:18]=2[CH3:19])[CH2:8][CH2:7][CH2:6][CH2:5]1)[CH3:3], predict the reactants needed to synthesize it. The reactants are: [Br-].[CH2:2]([C:4]1([O:9][C:10](=[O:34])[CH2:11][O:12][C:13]2[C:18]([CH3:19])=[CH:17][C:16]([S+:20]3[C:24]4[CH:25]=[CH:26][CH:27]=[CH:28][C:23]=4[C:22]4[CH:29]=[CH:30][CH:31]=[CH:32][C:21]3=4)=[CH:15][C:14]=2[CH3:33])[CH2:8][CH2:7][CH2:6][CH2:5]1)[CH3:3].[OH:35][C:36]12[CH2:45][CH:40]3[CH2:41][CH:42]([CH2:44][CH:38]([CH2:39]3)[CH2:37]1)[CH2:43]2.[Na].[C:47]([O:50][CH:51]([CH3:62])[C:52]([F:61])([F:60])[C:53]([F:59])([F:58])[S:54]([O-:57])(=[O:56])=[O:55])(=[O:49])[CH3:48].O. (8) Given the product [Cl:1][C:2]1[C:7]([C:8]2[CH:13]=[CH:12][CH:11]=[C:10]([F:14])[CH:9]=2)=[CH:6][N:5]2[N:16]=[C:17]([CH3:19])[N:18]=[C:4]2[N:3]=1, predict the reactants needed to synthesize it. The reactants are: [Cl:1][C:2]1[C:7]([C:8]2[CH:13]=[CH:12][CH:11]=[C:10]([F:14])[CH:9]=2)=[C:6](Cl)[N:5]2[N:16]=[C:17]([CH3:19])[N:18]=[C:4]2[N:3]=1.[NH4+].[Cl-].O.C1COCC1. (9) Given the product [CH2:1]([C:3]1[C:4]([C:10]2[CH:15]=[CH:14][C:13]([C:16]([CH2:23][CH3:24])([OH:19])[CH2:17][CH3:18])=[CH:12][C:11]=2[CH2:20][CH2:21][CH3:22])=[CH:5][C:6]([OH:9])=[CH:7][CH:8]=1)[CH3:2], predict the reactants needed to synthesize it. The reactants are: [CH2:1]([C:3]1[CH:8]=[CH:7][C:6]([OH:9])=[CH:5][C:4]=1[C:10]1[CH:15]=[CH:14][C:13]([C:16](=[O:19])[CH2:17][CH3:18])=[CH:12][C:11]=1[CH2:20][CH2:21][CH3:22])[CH3:2].[CH2:23]([Mg]Br)[CH3:24].[Cl-].[NH4+]. (10) Given the product [Br:1][C:2]1[C:10]([O:11][CH3:12])=[C:9]([N+:13]([O-:15])=[O:14])[CH:8]=[CH:7][C:3]=1[C:4]([NH:22][C:21]1[N:17]([CH3:16])[N:18]=[N:19][N:20]=1)=[O:5], predict the reactants needed to synthesize it. The reactants are: [Br:1][C:2]1[C:10]([O:11][CH3:12])=[C:9]([N+:13]([O-:15])=[O:14])[CH:8]=[CH:7][C:3]=1[C:4](O)=[O:5].[CH3:16][N:17]1[C:21]([NH2:22])=[N:20][N:19]=[N:18]1.C(Cl)(=O)C(Cl)=O.